Task: Predict the reaction yield, written as a fraction of the theoretical maximum amount of product (1.0 means a 100% yield; for example, 0.34 means a 34% yield).. Dataset: Reaction yield outcomes from USPTO patents with 853,638 reactions (1) The reactants are [Si]([O:8][CH2:9][CH2:10][CH:11]1[CH2:16][CH2:15][N:14]([C:17]2[CH:18]=[CH:19][C:20]([NH:23][C:24]3[N:25]=[CH:26][C:27]4[C:32]5[CH:33]=[CH:34][N:35]=[C:36]([F:37])[C:31]=5[N:30]([CH:38]5[CH2:42][CH2:41][CH2:40][CH2:39]5)[C:28]=4[N:29]=3)=[N:21][CH:22]=2)[CH2:13][CH2:12]1)(C(C)(C)C)(C)C.[F-].C([N+](CCCC)(CCCC)CCCC)CCC. The catalyst is C1COCC1. The product is [CH:38]1([N:30]2[C:28]3[N:29]=[C:24]([NH:23][C:20]4[N:21]=[CH:22][C:17]([N:14]5[CH2:13][CH2:12][CH:11]([CH2:10][CH2:9][OH:8])[CH2:16][CH2:15]5)=[CH:18][CH:19]=4)[N:25]=[CH:26][C:27]=3[C:32]3[CH:33]=[CH:34][N:35]=[C:36]([F:37])[C:31]2=3)[CH2:42][CH2:41][CH2:40][CH2:39]1. The yield is 0.700. (2) The yield is 0.510. The catalyst is C(O)C.O. The product is [NH2:20][C:19]1[C:10]2[C:9]([C:4]3[CH:5]=[CH:6][C:7]([Cl:8])=[C:2]([Cl:1])[CH:3]=3)=[N:14][C:13]([CH:15]3[CH2:17][CH2:16]3)=[N:12][C:11]=2[S:21][C:22]=1[C:23]([NH2:25])=[O:24]. The reactants are [Cl:1][C:2]1[CH:3]=[C:4]([C:9]2[N:14]=[C:13]([CH:15]3[CH2:17][CH2:16]3)[N:12]=[C:11](Cl)[C:10]=2[C:19]#[N:20])[CH:5]=[CH:6][C:7]=1[Cl:8].[SH:21][CH2:22][C:23]([NH2:25])=[O:24].C([O-])([O-])=O.[Na+].[Na+].CC[O-].[Na+]. (3) The reactants are Br[C:2]1[CH:11]=[CH:10][C:5]([C:6]([O:8][CH3:9])=[O:7])=[C:4]([CH3:12])[CH:3]=1.C(N(CC)CC)C.O.[C]=O.[C:23]([O:26]CC)(=[O:25])C. The catalyst is C(#N)C.C([O-])(=O)C.[Pd+2].C([O-])(=O)C.C1(P(C(P(C2C=CC=CC=2)C2C=CC=CC=2)(C)C)C2C=CC=CC=2)C=CC=CC=1. The product is [CH3:9][O:8][C:6]([C:5]1[CH:10]=[CH:11][C:2]([C:23]([OH:26])=[O:25])=[CH:3][C:4]=1[CH3:12])=[O:7]. The yield is 0.870. (4) The reactants are [C:1](/[C:3](/[C:27]1[CH:32]=[CH:31][C:30]([O:33][CH3:34])=[C:29]([O:35][CH3:36])[CH:28]=1)=[CH:4]\[C:5]1[S:9][C:8]([N:10]2[CH2:15][CH2:14][CH:13]([O:16][C:17](=[O:26])[CH2:18][N:19]3[CH2:24][CH2:23][N:22]([CH3:25])[CH2:21][CH2:20]3)[CH2:12][CH2:11]2)=[CH:7][CH:6]=1)#[N:2].[CH3:37][S:38]([OH:41])(=[O:40])=[O:39]. The catalyst is CO. The product is [CH3:37][S:38]([OH:41])(=[O:40])=[O:39].[C:1](/[C:3](/[C:27]1[CH:32]=[CH:31][C:30]([O:33][CH3:34])=[C:29]([O:35][CH3:36])[CH:28]=1)=[CH:4]\[C:5]1[S:9][C:8]([N:10]2[CH2:11][CH2:12][CH:13]([O:16][C:17](=[O:26])[CH2:18][N:19]3[CH2:20][CH2:21][N:22]([CH3:25])[CH2:23][CH2:24]3)[CH2:14][CH2:15]2)=[CH:7][CH:6]=1)#[N:2]. The yield is 0.890. (5) The reactants are [C:1]1([CH3:11])[CH:6]=[CH:5][C:4]([S:7](Cl)(=[O:9])=[O:8])=[CH:3][CH:2]=1.[Cl:12][CH2:13][CH2:14][OH:15]. The catalyst is N1C=CC=CC=1. The product is [CH3:11][C:1]1[CH:6]=[CH:5][C:4]([S:7]([O:15][CH2:14][CH2:13][Cl:12])(=[O:9])=[O:8])=[CH:3][CH:2]=1. The yield is 0.880. (6) The reactants are [CH3:1][O:2][C:3](=[O:13])[CH2:4][C:5]1[CH:9]=[C:8]([CH2:10]Cl)[S:7][C:6]=1[CH3:12].[C-:14]#[N:15].[K+].C(Cl)(Cl)Cl.[Na+].[Cl-]. The catalyst is CN(C=O)C. The product is [CH3:1][O:2][C:3](=[O:13])[CH2:4][C:5]1[CH:9]=[C:8]([CH2:10][C:14]#[N:15])[S:7][C:6]=1[CH3:12]. The yield is 0.434.